Dataset: Forward reaction prediction with 1.9M reactions from USPTO patents (1976-2016). Task: Predict the product of the given reaction. (1) Given the reactants Cl[C:2]1[N:7]=[C:6]2[N:8]([C@H:22]([C:24]3[CH:29]=[CH:28][CH:27]=[CH:26][CH:25]=3)[CH3:23])[C:9](=[O:21])[N:10]([C:13]3[CH:18]=[CH:17][C:16]([O:19][CH3:20])=[CH:15][CH:14]=3)[CH:11]([CH3:12])[C:5]2=[CH:4][N:3]=1, predict the reaction product. The product is: [CH3:20][O:19][C:16]1[CH:15]=[CH:14][C:13]([N:10]2[CH:11]([CH3:12])[C:5]3[C:6](=[N:7][C:2]([NH:10][C:13]4[CH:18]=[CH:17][CH:16]=[CH:15][CH:14]=4)=[N:3][CH:4]=3)[N:8]([C@H:22]([C:24]3[CH:29]=[CH:28][CH:27]=[CH:26][CH:25]=3)[CH3:23])[C:9]2=[O:21])=[CH:18][CH:17]=1. (2) Given the reactants [O:1]1[CH2:5][CH2:4][O:3][CH:2]1[CH2:6][CH2:7][NH2:8].[F:9][C:10]1[CH:11]=[C:12]([CH:28]=[CH:29][CH:30]=1)[CH2:13][C:14]1[C:15]([CH3:27])=[N:16][C:17]2[N:18]([N:21]=[CH:22][C:23]=2[C:24](O)=[O:25])[C:19]=1[CH3:20], predict the reaction product. The product is: [O:1]1[CH2:5][CH2:4][O:3][CH:2]1[CH2:6][CH2:7][NH:8][C:24]([C:23]1[CH:22]=[N:21][N:18]2[C:19]([CH3:20])=[C:14]([CH2:13][C:12]3[CH:28]=[CH:29][CH:30]=[C:10]([F:9])[CH:11]=3)[C:15]([CH3:27])=[N:16][C:17]=12)=[O:25]. (3) Given the reactants [C:1]([C:3]1[CH:4]=[C:5]2[C:10](=[CH:11][C:12]=1[O:13][C:14]1[CH:19]=[CH:18][C:17]([C:20](=[O:34])[NH:21][CH2:22][CH2:23][C:24]3[CH:29]=[CH:28][C:27]([CH2:30][N:31]([CH3:33])[CH3:32])=[CH:26][CH:25]=3)=[CH:16][CH:15]=1)[O:9][CH2:8][CH2:7][CH:6]2[C:35]([O:37]C)=[O:36])#[N:2].[OH-].[Na+], predict the reaction product. The product is: [C:1]([C:3]1[CH:4]=[C:5]2[C:10](=[CH:11][C:12]=1[O:13][C:14]1[CH:15]=[CH:16][C:17]([C:20](=[O:34])[NH:21][CH2:22][CH2:23][C:24]3[CH:25]=[CH:26][C:27]([CH2:30][N:31]([CH3:33])[CH3:32])=[CH:28][CH:29]=3)=[CH:18][CH:19]=1)[O:9][CH2:8][CH2:7][CH:6]2[C:35]([OH:37])=[O:36])#[N:2]. (4) Given the reactants [Br:1][C:2]1[C:7]([F:8])=[C:6]([F:9])[C:5]([F:10])=[C:4]([F:11])[C:3]=1[S:12]([OH:15])(=O)=[O:13].P(Cl)(Cl)(Cl)(Cl)[Cl:17].Cl, predict the reaction product. The product is: [Br:1][C:2]1[C:7]([F:8])=[C:6]([F:9])[C:5]([F:10])=[C:4]([F:11])[C:3]=1[S:12]([Cl:17])(=[O:15])=[O:13]. (5) Given the reactants [NH:1]1[C:7]2[CH:8]=[CH:9][CH:10]=[CH:11][C:6]=2[CH2:5][NH:4][CH2:3][CH2:2]1.CCN(C(C)C)C(C)C.Cl[C:22]([O:24][CH2:25][C:26]1[CH:31]=[CH:30][CH:29]=[CH:28][CH:27]=1)=[O:23], predict the reaction product. The product is: [NH:1]1[C:7]2[CH:8]=[CH:9][CH:10]=[CH:11][C:6]=2[CH2:5][N:4]([C:22]([O:24][CH2:25][C:26]2[CH:31]=[CH:30][CH:29]=[CH:28][CH:27]=2)=[O:23])[CH2:3][CH2:2]1.